This data is from Catalyst prediction with 721,799 reactions and 888 catalyst types from USPTO. The task is: Predict which catalyst facilitates the given reaction. (1) Reactant: FC(F)(F)C(O)=O.[Cl:8][C:9]1[CH:14]=[C:13]([Cl:15])[CH:12]=[CH:11][C:10]=1[C:16]1[N:21]=[C:20]([NH:22][CH:23]([CH3:26])[CH2:24][NH2:25])[N:19]2[CH:27]=[CH:28][N:29]=[C:18]2[CH:17]=1.Cl[C:31]1[CH:36]=[CH:35][C:34]([C:37]#[N:38])=[CH:33][N:32]=1.C(N(CC)C(C)C)(C)C.CS(C)=O. Product: [Cl:8][C:9]1[CH:14]=[C:13]([Cl:15])[CH:12]=[CH:11][C:10]=1[C:16]1[N:21]=[C:20]([NH:22][CH:23]([CH3:26])[CH2:24][NH:25][C:31]2[CH:36]=[CH:35][C:34]([C:37]#[N:38])=[CH:33][N:32]=2)[N:19]2[CH:27]=[CH:28][N:29]=[C:18]2[CH:17]=1. The catalyst class is: 6. (2) Product: [Cl:14][C:11]1[C:12]([CH3:13])=[C:7]([CH:5]2[CH2:4][N:3]([CH:33]([CH3:35])[CH3:32])[CH2:6]2)[C:8]([O:30][CH3:31])=[C:9]([CH:15]([N:17]2[C:21]3=[N:22][CH:23]=[N:24][C:25]([NH2:26])=[C:20]3[C:19]([CH:27]([F:28])[F:29])=[N:18]2)[CH3:16])[CH:10]=1. The catalyst class is: 2. Reactant: Cl.Cl.[NH:3]1[CH2:6][CH:5]([C:7]2[C:8]([O:30][CH3:31])=[C:9]([CH:15]([N:17]3[C:21]4=[N:22][CH:23]=[N:24][C:25]([NH2:26])=[C:20]4[C:19]([CH:27]([F:29])[F:28])=[N:18]3)[CH3:16])[CH:10]=[C:11]([Cl:14])[C:12]=2[CH3:13])[CH2:4]1.[CH3:32][C:33]([CH3:35])=O.C(N(CC)CC)C.C(O[BH-](OC(=O)C)OC(=O)C)(=O)C.[Na+]. (3) Reactant: [OH:1][C:2]1[CH:3]=[C:4]([CH:9]=[C:10]([O:12][C@H:13]2[CH2:17][CH2:16][O:15][CH2:14]2)[CH:11]=1)[C:5]([O:7]C)=[O:6].[N:18]1([C:22]([C:24]2[CH:29]=[CH:28][C:27](Br)=[CH:26][N:25]=2)=[O:23])[CH2:21][CH2:20][CH2:19]1.C(=O)([O-])[O-].[Cs+].[Cs+]. Product: [N:18]1([C:22]([C:24]2[N:25]=[CH:26][C:27]([O:1][C:2]3[CH:3]=[C:4]([CH:9]=[C:10]([O:12][C@H:13]4[CH2:17][CH2:16][O:15][CH2:14]4)[CH:11]=3)[C:5]([OH:7])=[O:6])=[CH:28][CH:29]=2)=[O:23])[CH2:21][CH2:20][CH2:19]1. The catalyst class is: 287. (4) Reactant: [F:1][C:2]1[CH:3]=[C:4]2[C:8](=[CH:9][CH:10]=1)[C:7](=[O:11])[NH:6][C:5]2=[O:12].[C:13](O[C:13]([O:15][C:16]([CH3:19])([CH3:18])[CH3:17])=[O:14])([O:15][C:16]([CH3:19])([CH3:18])[CH3:17])=[O:14]. The catalyst class is: 649. Product: [C:16]([O:15][C:13]([N:6]1[C:5](=[O:12])[C:4]2[C:8](=[CH:9][CH:10]=[C:2]([F:1])[CH:3]=2)[C:7]1=[O:11])=[O:14])([CH3:19])([CH3:18])[CH3:17]. (5) Product: [Cl:1][C:2]1[CH:24]=[CH:23][C:5]([C:6]([C:8]2[CH:22]=[CH:21][C:11]([O:12][C:13]([CH3:20])([CH3:19])[C:14]([O:16][CH2:17][I:25])=[O:15])=[CH:10][CH:9]=2)=[O:7])=[CH:4][CH:3]=1. The catalyst class is: 372. Reactant: [Cl:1][C:2]1[CH:24]=[CH:23][C:5]([C:6]([C:8]2[CH:22]=[CH:21][C:11]([O:12][C:13]([CH3:20])([CH3:19])[C:14]([O:16][CH2:17]Cl)=[O:15])=[CH:10][CH:9]=2)=[O:7])=[CH:4][CH:3]=1.[I-:25].[Na+]. (6) Reactant: [Br:1][C:2]1[CH:3]=[C:4]([NH:9][S:10]([C:13]2[CH:18]=[CH:17][C:16]([O:19]C)=[CH:15][CH:14]=2)(=[O:12])=[O:11])[C:5]([Cl:8])=[N:6][CH:7]=1.B(Br)(Br)Br. Product: [Br:1][C:2]1[CH:3]=[C:4]([NH:9][S:10]([C:13]2[CH:18]=[CH:17][C:16]([OH:19])=[CH:15][CH:14]=2)(=[O:12])=[O:11])[C:5]([Cl:8])=[N:6][CH:7]=1. The catalyst class is: 4.